Task: Predict the reaction yield, written as a fraction of the theoretical maximum amount of product (1.0 means a 100% yield; for example, 0.34 means a 34% yield).. Dataset: Reaction yield outcomes from USPTO patents with 853,638 reactions (1) The reactants are [NH2:1][C@H:2]([CH2:6][OH:7])[CH:3]([CH3:5])[CH3:4].[C:8](O)(=O)[CH3:9].O. The catalyst is C1(C)C=CC=CC=1. The product is [CH:3]([C@H:2]1[CH2:6][O:7][C:8]([CH3:9])=[N:1]1)([CH3:5])[CH3:4]. The yield is 0.780. (2) The reactants are [Cl:1][C:2]1[CH:7]=[CH:6][C:5]([C:8]2[C:12]([CH2:13][O:14][C:15]3[N:16]=[CH:17][C:18]([C:21]([OH:23])=O)=[N:19][CH:20]=3)=[CH:11][O:10][N:9]=2)=[CH:4][CH:3]=1.[NH2:24][C@@H:25]([CH2:27][OH:28])[CH3:26].O.ON1C2C=CC=CC=2N=N1.C(N(C(C)C)C(C)C)C.Cl.CN(C)CCCN=C=NCC. The catalyst is C1COCC1.O. The product is [OH:28][CH2:27][C@@H:25]([NH:24][C:21]([C:18]1[CH:17]=[N:16][C:15]([O:14][CH2:13][C:12]2[C:8]([C:5]3[CH:4]=[CH:3][C:2]([Cl:1])=[CH:7][CH:6]=3)=[N:9][O:10][CH:11]=2)=[CH:20][N:19]=1)=[O:23])[CH3:26]. The yield is 0.420. (3) The reactants are [CH3:1][O:2][C:3]1[CH:4]=[C:5](B(O)O)[CH:6]=[CH:7][CH:8]=1.Br[C:13]1[CH:14]=[CH:15][C:16]([F:22])=[C:17]([N+:19]([O-:21])=[O:20])[CH:18]=1.C(=O)([O-])[O-].[Na+].[Na+]. The catalyst is C1(C)C=CC=CC=1.O.C1C=CC([P]([Pd]([P](C2C=CC=CC=2)(C2C=CC=CC=2)C2C=CC=CC=2)([P](C2C=CC=CC=2)(C2C=CC=CC=2)C2C=CC=CC=2)[P](C2C=CC=CC=2)(C2C=CC=CC=2)C2C=CC=CC=2)(C2C=CC=CC=2)C2C=CC=CC=2)=CC=1. The product is [F:22][C:16]1[CH:15]=[CH:14][C:13]([C:5]2[CH:6]=[CH:7][CH:8]=[C:3]([O:2][CH3:1])[CH:4]=2)=[CH:18][C:17]=1[N+:19]([O-:21])=[O:20]. The yield is 0.770. (4) The reactants are C[Al](C)C.[CH3:5][C:6]1[CH:7]=[CH:8][C:9]([NH2:12])=[N:10][CH:11]=1.[Si:13]([O:30][CH2:31][CH2:32][O:33][CH2:34][C@H:35]([O:40][C:41]1[N:46]=[CH:45][N:44]=[C:43]2[N:47]([C:50]3[CH:55]=[CH:54][CH:53]=[C:52]([Cl:56])[C:51]=3[CH3:57])[N:48]=[CH:49][C:42]=12)[C:36](OC)=[O:37])([C:26]([CH3:29])([CH3:28])[CH3:27])([C:20]1C=CC=CC=1)[C:14]1C=CC=CC=1.C(OCC)(=O)C. The catalyst is C1(C)C=CC=CC=1. The product is [Si:13]([O:30][CH2:31][CH2:32][O:33][CH2:34][C@H:35]([O:40][C:41]1[C:42]2[CH:49]=[N:48][N:47]([C:50]3[CH:55]=[CH:54][CH:53]=[C:52]([Cl:56])[C:51]=3[CH3:57])[C:43]=2[N:44]=[CH:45][N:46]=1)[C:36]([NH:12][C:9]1[CH:8]=[CH:7][C:6]([CH3:5])=[CH:11][N:10]=1)=[O:37])([C:26]([CH3:27])([CH3:28])[CH3:29])([CH3:20])[CH3:14]. The yield is 0.940. (5) The reactants are [F:1][C:2]([F:18])([F:17])[C:3]1[O:7][N:6]=[C:5]([C:8]2[N:13]=[C:12]([C:14]([OH:16])=O)[CH:11]=[CH:10][CH:9]=2)[N:4]=1.[Cl:19][C:20]1[CH:25]=[CH:24][C:23]([C:26]2[N:27]=[C:28]([C:31]([CH3:35])([CH3:34])[CH2:32][NH2:33])[S:29][CH:30]=2)=[CH:22][CH:21]=1. No catalyst specified. The product is [Cl:19][C:20]1[CH:21]=[CH:22][C:23]([C:26]2[N:27]=[C:28]([C:31]([CH3:35])([CH3:34])[CH2:32][NH:33][C:14](=[O:16])[C:12]3[CH:11]=[CH:10][CH:9]=[C:8]([C:5]4[N:4]=[C:3]([C:2]([F:1])([F:18])[F:17])[O:7][N:6]=4)[N:13]=3)[S:29][CH:30]=2)=[CH:24][CH:25]=1. The yield is 0.560. (6) The reactants are [CH3:1][N:2]1[C:6]([N:7]2[C:11]3=[N:12][CH:13]=[CH:14][CH:15]=[C:10]3[CH:9]=[CH:8]2)=[C:5](/[CH:16]=[CH:17]/[C:18]([OH:20])=O)[C:4]([CH3:21])=[N:3]1.CC1C=CC=C([N+]([O-])=O)C=1C(OC(=O)C1C([N+]([O-])=O)=CC=CC=1C)=O.[CH3:47][C:48]1[CH:53]=[CH:52][C:51]([S:54]([NH2:57])(=[O:56])=[O:55])=[CH:50][CH:49]=1.C(N(CC)CC)C. The catalyst is CN(C)C1C=CN=CC=1.C(#N)C. The product is [CH3:1][N:2]1[C:6]([N:7]2[C:11]3=[N:12][CH:13]=[CH:14][CH:15]=[C:10]3[CH:9]=[CH:8]2)=[C:5](/[CH:16]=[CH:17]/[C:18]([NH:57][S:54]([C:51]2[CH:52]=[CH:53][C:48]([CH3:47])=[CH:49][CH:50]=2)(=[O:55])=[O:56])=[O:20])[C:4]([CH3:21])=[N:3]1. The yield is 0.910. (7) The reactants are [Cl-].O[NH3+:3].[C:4](=[O:7])([O-])[OH:5].[Na+].CS(C)=O.[CH3:13][O:14][C:15]1[CH:47]=[CH:46][C:18]([O:19][C:20]2[C:25](=[O:26])[N:24]([CH2:27][C:28]3[CH:33]=[CH:32][C:31]([C:34]4[C:35]([C:40]#[N:41])=[CH:36][CH:37]=[CH:38][CH:39]=4)=[CH:30][CH:29]=3)[C:23]([CH2:42][CH2:43][CH3:44])=[N:22][C:21]=2[CH3:45])=[CH:17][CH:16]=1. The catalyst is C(OCC)(=O)C. The product is [CH3:13][O:14][C:15]1[CH:16]=[CH:17][C:18]([O:19][C:20]2[C:25](=[O:26])[N:24]([CH2:27][C:28]3[CH:33]=[CH:32][C:31]([C:34]4[CH:39]=[CH:38][CH:37]=[CH:36][C:35]=4[C:40]4[NH:3][C:4](=[O:7])[O:5][N:41]=4)=[CH:30][CH:29]=3)[C:23]([CH2:42][CH2:43][CH3:44])=[N:22][C:21]=2[CH3:45])=[CH:46][CH:47]=1. The yield is 0.560. (8) The reactants are C[NH:2]N.C[CH2:5][N:6]([CH:10]([CH3:12])[CH3:11])[CH:7](C)C.O.O.O.[Cl-].[CH3:17][C:18]1[SH+:19][CH:20]=[CH:21][CH:22]=[CH:23][CH:24]=[CH:25][CH:26]=1.CNN.[C:30]([O:33]C(=O)C)(=O)[CH3:31].C[CH2:38][N:39]([CH:43](C)C)C(C)C. The catalyst is C(#N)C. The product is [CH3:38][N:39]([CH3:43])[C:25]1[CH:24]=[CH:23][C:17]2[N:2]([C:30](=[O:33])[CH3:31])[C:21]3[C:20]([S:19][C:18]=2[CH:26]=1)=[CH:12][C:10]([N:6]([CH3:5])[CH3:7])=[CH:11][CH:22]=3. The yield is 0.640. (9) The reactants are [OH:1][C@H:2]1[CH2:7][CH2:6][C@H:5]([N:8]2[C:13](=[O:14])[C:12]([CH2:15][C:16]3[CH:21]=[CH:20][C:19]([C:22]4[C:23]([C:28]#[N:29])=[CH:24][CH:25]=[CH:26][CH:27]=4)=[CH:18][CH:17]=3)=[C:11]([CH2:30][CH2:31][CH3:32])[N:10]3[N:33]=[CH:34][CH:35]=[C:9]23)[CH2:4][CH2:3]1.N1C=CN=C1.[C:41]([Si:45](Cl)([CH3:47])[CH3:46])([CH3:44])([CH3:43])[CH3:42].C(=O)([O-])O.[Na+]. The yield is 0.900. The product is [Si:45]([O:1][C@H:2]1[CH2:3][CH2:4][C@H:5]([N:8]2[C:13](=[O:14])[C:12]([CH2:15][C:16]3[CH:21]=[CH:20][C:19]([C:22]4[C:23]([C:28]#[N:29])=[CH:24][CH:25]=[CH:26][CH:27]=4)=[CH:18][CH:17]=3)=[C:11]([CH2:30][CH2:31][CH3:32])[N:10]3[N:33]=[CH:34][CH:35]=[C:9]23)[CH2:6][CH2:7]1)([C:41]([CH3:44])([CH3:43])[CH3:42])([CH3:47])[CH3:46]. The catalyst is CN(C)C=O.C(OCC)(=O)C. (10) The reactants are [CH2:1]([C:8]1[N:13]=[CH:12][C:11]([CH:14]=O)=[CH:10][CH:9]=1)[C:2]1[CH:7]=[CH:6][CH:5]=[CH:4][CH:3]=1.[N+:16]([CH3:19])([O-:18])=[O:17].C([O-])(=O)C.[NH4+]. The catalyst is C(O)(=O)C. The product is [CH2:1]([C:8]1[CH:9]=[CH:10][C:11](/[CH:14]=[CH:19]/[N+:16]([O-:18])=[O:17])=[CH:12][N:13]=1)[C:2]1[CH:7]=[CH:6][CH:5]=[CH:4][CH:3]=1. The yield is 0.210.